From a dataset of Reaction yield outcomes from USPTO patents with 853,638 reactions. Predict the reaction yield, written as a fraction of the theoretical maximum amount of product (1.0 means a 100% yield; for example, 0.34 means a 34% yield). (1) The catalyst is C([O-])(=O)C.[Pd+2].C([O-])(=O)C. The yield is 0.630. The reactants are Br[C:2]1[CH:3]=[C:4]2[C:8](=[CH:9][CH:10]=1)[N:7]([CH2:11][C:12]([F:15])([F:14])[F:13])[C:6]([C:16]([N:18]1[CH2:23][CH2:22][O:21][CH2:20][CH2:19]1)=[O:17])=[CH:5]2.C1(P([C:47]2[CH:52]=CC=CC=2)CCCP(C2C=CC=CC=2)C2C=CC=CC=2)C=CC=CC=1.C(N(CC)CC)C.[CH2:60]([OH:62])C.CS(C)=[O:65]. The product is [CH2:52]([O:65][C:60]([C:2]1[CH:3]=[C:4]2[C:8](=[CH:9][CH:10]=1)[N:7]([CH2:11][C:12]([F:13])([F:14])[F:15])[C:6]([C:16]([N:18]1[CH2:19][CH2:20][O:21][CH2:22][CH2:23]1)=[O:17])=[CH:5]2)=[O:62])[CH3:47]. (2) The reactants are Cl.[Br:2][C:3]1[CH:4]=[CH:5][C:6]([O:9][CH2:10][CH:11]2[CH2:16][CH2:15][NH:14][CH2:13][CH2:12]2)=[N:7][CH:8]=1.[O:17]1[C:19]([CH3:21])([CH3:20])[CH2:18]1.C([O-])([O-])=O.[K+].[K+]. The catalyst is CCO.O. The product is [Br:2][C:3]1[CH:4]=[CH:5][C:6]([O:9][CH2:10][CH:11]2[CH2:16][CH2:15][N:14]([CH2:18][C:19]([CH3:21])([OH:17])[CH3:20])[CH2:13][CH2:12]2)=[N:7][CH:8]=1. The yield is 0.990.